This data is from Full USPTO retrosynthesis dataset with 1.9M reactions from patents (1976-2016). The task is: Predict the reactants needed to synthesize the given product. (1) Given the product [CH3:1][O:2][C:3]1[CH:4]=[CH:5][C:6]2[NH:12][C:11](=[O:13])[N:10]([CH:14]3[CH2:19][CH2:18][N:17]([C:22]4[CH:23]=[C:24]([C:29]([C:31]5[CH:40]=[C:39]([CH3:41])[C:34]6[NH:35][C:36](=[O:38])[O:37][C:33]=6[CH:32]=5)=[O:30])[N:25]=[C:26]([CH3:28])[N:27]=4)[CH2:16][CH2:15]3)[CH2:9][CH2:8][C:7]=2[CH:20]=1, predict the reactants needed to synthesize it. The reactants are: [CH3:1][O:2][C:3]1[CH:4]=[CH:5][C:6]2[NH:12][C:11](=[O:13])[N:10]([CH:14]3[CH2:19][CH2:18][NH:17][CH2:16][CH2:15]3)[CH2:9][CH2:8][C:7]=2[CH:20]=1.Cl[C:22]1[N:27]=[C:26]([CH3:28])[N:25]=[C:24]([C:29]([C:31]2[CH:40]=[C:39]([CH3:41])[C:34]3[NH:35][C:36](=[O:38])[O:37][C:33]=3[CH:32]=2)=[O:30])[CH:23]=1.CCN(C(C)C)C(C)C. (2) Given the product [NH2:1][C:2]1[S:3][CH:4]=[C:5](/[C:7](=[N:43]/[OH:44])/[C:8]([NH:10][C@@H:11]2[C:41](=[O:42])[N:13]3[C:14]([C:25]([OH:27])=[O:26])=[C:15]([S:18][CH2:19][C:20]4[CH:21]=[N:22][NH:23][CH:24]=4)[CH2:16][S:17][C@H:12]23)=[O:9])[N:6]=1, predict the reactants needed to synthesize it. The reactants are: [NH2:1][C:2]1[S:3][CH:4]=[C:5](/[C:7](=[N:43]/[OH:44])/[C:8]([NH:10][C@@H:11]2[C:41](=[O:42])[N:13]3[C:14]([C:25]([O:27]C(C4C=CC=CC=4)C4C=CC=CC=4)=[O:26])=[C:15]([S:18][CH2:19][C:20]4[CH:21]=[N:22][NH:23][CH:24]=4)[CH2:16][S:17][C@H:12]23)=[O:9])[N:6]=1.FC(F)(F)C(O)=O. (3) Given the product [CH3:1][O:2][C:3]1[CH:8]=[N:7][NH:6][C:5](=[O:12])[C:4]=1[C:13]1[CH:14]=[CH:15][C:16]([O:19][CH2:20][CH2:21][CH2:22][N:23]2[CH2:27][CH2:26][CH2:25][C@H:24]2[CH3:28])=[CH:17][CH:18]=1, predict the reactants needed to synthesize it. The reactants are: [CH3:1][O:2][C:3]1[CH:8]=[N:7][N:6](COC)[C:5](=[O:12])[C:4]=1[C:13]1[CH:18]=[CH:17][C:16]([O:19][CH2:20][CH2:21][CH2:22][N:23]2[CH2:27][CH2:26][CH2:25][C@H:24]2[CH3:28])=[CH:15][CH:14]=1.Cl.[OH-].[Na+].